Predict the reaction yield, written as a fraction of the theoretical maximum amount of product (1.0 means a 100% yield; for example, 0.34 means a 34% yield). From a dataset of Reaction yield outcomes from USPTO patents with 853,638 reactions. (1) The reactants are [Br:1][C:2]1[N:7]=[C:6]([F:8])[C:5]([OH:9])=[CH:4][CH:3]=1.C(N(CC)CC)C.Cl[Si:18]([CH:25]([CH3:27])[CH3:26])([CH:22]([CH3:24])[CH3:23])[CH:19]([CH3:21])[CH3:20]. The catalyst is O1CCCC1.O. The product is [Br:1][C:2]1[N:7]=[C:6]([F:8])[C:5]([O:9][Si:18]([CH:25]([CH3:27])[CH3:26])([CH:22]([CH3:24])[CH3:23])[CH:19]([CH3:21])[CH3:20])=[CH:4][CH:3]=1. The yield is 0.870. (2) The reactants are [OH:1][CH2:2][C:3]1[N:4]=[C:5]2[CH:14]=[CH:13][CH:12]=[CH:11][N:6]2[C:7](=[O:10])[C:8]=1I.[O-]P([O-])([O-])=O.[K+].[K+].[K+].B1([CH2:32][C:33]2[CH:38]=[CH:37][CH:36]=[CH:35][CH:34]=2)C2CCCC1CCC2.[OH-].[Na+].OO. The catalyst is CN(C=O)C.C(OCC)(=O)C.C1C=CC([PH+]([C]2[CH][CH][CH][CH]2)C2C=CC=CC=2)=CC=1.C1C=CC([PH+]([C]2[CH][CH][CH][CH]2)C2C=CC=CC=2)=CC=1.C(Cl)Cl.Cl[Pd]Cl.[Fe]. The product is [CH2:32]([C:8]1[C:7](=[O:10])[N:6]2[CH:11]=[CH:12][CH:13]=[CH:14][C:5]2=[N:4][C:3]=1[CH2:2][OH:1])[C:33]1[CH:38]=[CH:37][CH:36]=[CH:35][CH:34]=1. The yield is 0.910. (3) The reactants are C(O[C:6](=O)[N:7]([CH:9]1[CH:13]([C:14]2[CH:19]=[CH:18][C:17]([Cl:20])=[C:16]([Cl:21])[CH:15]=2)[CH2:12][N:11]([C:22]([CH:24]2[CH2:29][CH2:28][N:27]([C:30]([C:32]3([CH3:35])[CH2:34][CH2:33]3)=[O:31])[CH2:26][CH2:25]2)=[O:23])[CH2:10]1)C)(C)(C)C.FC(F)(F)C(O)=O.C(=O)([O-])[O-].[Na+].[Na+]. The catalyst is ClCCl. The product is [Cl:21][C:16]1[CH:15]=[C:14]([CH:13]2[CH:9]([NH:7][CH3:6])[CH2:10][N:11]([C:22]([CH:24]3[CH2:29][CH2:28][N:27]([C:30]([C:32]4([CH3:35])[CH2:33][CH2:34]4)=[O:31])[CH2:26][CH2:25]3)=[O:23])[CH2:12]2)[CH:19]=[CH:18][C:17]=1[Cl:20]. The yield is 0.730. (4) The reactants are [NH2:1][CH2:2][CH:3]([C:5]1[CH:10]=[CH:9][CH:8]=[CH:7][CH:6]=1)[OH:4].C(N(CC)CC)C.[CH:18]1[C:30]2[CH:29]([CH2:31][O:32][C:33]([N:35]3[CH2:40][CH2:39][C:38]([C:59](Cl)=[O:60])([NH:41][C:42]([O:44][CH2:45][CH:46]4[C:58]5[CH:57]=[CH:56][CH:55]=[CH:54][C:53]=5[C:52]5[C:47]4=[CH:48][CH:49]=[CH:50][CH:51]=5)=[O:43])[CH2:37][CH2:36]3)=[O:34])[C:28]3[C:23](=[CH:24][CH:25]=[CH:26][CH:27]=3)[C:22]=2[CH:21]=[CH:20][CH:19]=1. The catalyst is ClCCl. The product is [CH:27]1[C:28]2[CH:29]([CH2:31][O:32][C:33]([N:35]3[CH2:40][CH2:39][C:38]([NH:41][C:42]([O:44][CH2:45][CH:46]4[C:47]5[CH:48]=[CH:49][CH:50]=[CH:51][C:52]=5[C:53]5[C:58]4=[CH:57][CH:56]=[CH:55][CH:54]=5)=[O:43])([C:59](=[O:60])[NH:1][CH2:2][CH:3]([OH:4])[C:5]4[CH:10]=[CH:9][CH:8]=[CH:7][CH:6]=4)[CH2:37][CH2:36]3)=[O:34])[C:30]3[C:22](=[CH:21][CH:20]=[CH:19][CH:18]=3)[C:23]=2[CH:24]=[CH:25][CH:26]=1. The yield is 0.650. (5) The reactants are [CH3:1][C:2]1[CH:10]=[CH:9][C:5]([C:6]([OH:8])=[O:7])=[CH:4][C:3]=1[N+:11]([O-:13])=[O:12].Cl.[CH3:15][CH2:16]O. The catalyst is CCOC(C)=O. The product is [CH3:1][C:2]1[CH:10]=[CH:9][C:5]([C:6]([O:8][CH2:15][CH3:16])=[O:7])=[CH:4][C:3]=1[N+:11]([O-:13])=[O:12]. The yield is 0.910. (6) The reactants are C[Al](C)C.[CH:5]1([NH2:8])[CH2:7][CH2:6]1.C[O:10][C:11](=O)[C:12]1[CH:17]=[CH:16][C:15]([O:18][CH2:19][C:20]2[C:21]([C:26]3[CH:31]=[CH:30][CH:29]=[C:28]([F:32])[CH:27]=3)=[N:22][O:23][C:24]=2[CH3:25])=[N:14][CH:13]=1.O. The catalyst is O1CCOCC1. The product is [CH:5]1([NH:8][C:11](=[O:10])[C:12]2[CH:17]=[CH:16][C:15]([O:18][CH2:19][C:20]3[C:21]([C:26]4[CH:31]=[CH:30][CH:29]=[C:28]([F:32])[CH:27]=4)=[N:22][O:23][C:24]=3[CH3:25])=[N:14][CH:13]=2)[CH2:7][CH2:6]1. The yield is 0.910. (7) The reactants are [N+](=[C:3]([C:9]1[S:10][CH:11]=[C:12]([CH3:14])[N:13]=1)[C:4]([O:6][CH2:7][CH3:8])=[O:5])=[N-].[CH3:15][OH:16]. The catalyst is C(Cl)Cl.CC(O)=O.CC(O)=O.CC(O)=O.CC(O)=O.[Rh].[Rh]. The product is [CH3:15][O:16][CH:3]([C:9]1[S:10][CH:11]=[C:12]([CH3:14])[N:13]=1)[C:4]([O:6][CH2:7][CH3:8])=[O:5]. The yield is 0.858. (8) The reactants are [CH2:1]([O:3][C:4](=[O:21])[C:5]([C:10]1[CH:15]=[CH:14][C:13]([NH2:16])=[C:12]([NH:17][CH3:18])[C:11]=1[C:19]#[N:20])([CH3:9])[C:6](=[O:8])[CH3:7])[CH3:2].[Br:22]Br. The catalyst is C(Cl)(Cl)Cl.C(OCC)(=O)C. The product is [CH2:1]([O:3][C:4](=[O:21])[C:5]([C:10]1[CH:15]=[C:14]([Br:22])[C:13]([NH2:16])=[C:12]([NH:17][CH3:18])[C:11]=1[C:19]#[N:20])([CH3:9])[C:6](=[O:8])[CH3:7])[CH3:2]. The yield is 0.530. (9) The reactants are Br[C:2]1[C:3]2[C:4]3[CH:17]=[CH:16][S:15][C:5]=3[C:6](=[O:14])[NH:7][C:8]=2[CH:9]=[CH:10][C:11]=1[O:12][CH3:13].CC1(C)C(C)(C)OB([C:26]2[CH:31]=[CH:30][C:29]([C@@H:32]([NH:34][C:35](=[O:41])[O:36][C:37]([CH3:40])([CH3:39])[CH3:38])[CH3:33])=[CH:28][CH:27]=2)O1. No catalyst specified. The product is [CH3:13][O:12][C:11]1[CH:10]=[CH:9][C:8]2[NH:7][C:6](=[O:14])[C:5]3[S:15][CH:16]=[CH:17][C:4]=3[C:3]=2[C:2]=1[C:26]1[CH:27]=[CH:28][C:29]([C@@H:32]([NH:34][C:35](=[O:41])[O:36][C:37]([CH3:40])([CH3:39])[CH3:38])[CH3:33])=[CH:30][CH:31]=1. The yield is 0.660.